This data is from Full USPTO retrosynthesis dataset with 1.9M reactions from patents (1976-2016). The task is: Predict the reactants needed to synthesize the given product. (1) Given the product [F:1][C:2]([F:24])([C:14]([F:22])([F:23])[C:15]([F:20])([F:21])[C:16]([F:17])([F:18])[F:19])[CH2:3][CH2:4][CH2:5][CH2:6][CH2:7][CH2:8][OH:9], predict the reactants needed to synthesize it. The reactants are: [F:1][C:2]([F:24])([C:14]([F:23])([F:22])[C:15]([F:21])([F:20])[C:16]([F:19])([F:18])[F:17])[CH2:3][CH:4](I)[CH2:5][CH2:6][CH2:7][CH2:8][O:9]C(=O)C.Cl. (2) Given the product [Br:25][C:10]1[C:11]2[CH:12]=[N:13][CH:14]=[CH:15][C:16]=2[NH:17][C:9]=1[C:3]1[C:4]([F:8])=[CH:5][CH:6]=[CH:7][C:2]=1[F:1], predict the reactants needed to synthesize it. The reactants are: [F:1][C:2]1[CH:7]=[CH:6][CH:5]=[C:4]([F:8])[C:3]=1[C:9]1[NH:17][C:16]2[CH:15]=[CH:14][N:13]=[CH:12][C:11]=2[CH:10]=1.C1C(=O)N([Br:25])C(=O)C1. (3) Given the product [CH2:1]([O:8][CH2:9][CH2:10][O:11][C:12]1[CH:17]=[CH:16][C:15]([NH:18][C:19](=[O:29])[CH2:20][C:21]2[CH:26]=[CH:25][C:24]([B:37]3[O:38][C:39]([CH3:41])([CH3:40])[C:35]([CH3:51])([CH3:34])[O:36]3)=[CH:23][C:22]=2[F:28])=[CH:14][C:13]=1[C:30]([F:33])([F:32])[F:31])[C:2]1[CH:7]=[CH:6][CH:5]=[CH:4][CH:3]=1, predict the reactants needed to synthesize it. The reactants are: [CH2:1]([O:8][CH2:9][CH2:10][O:11][C:12]1[CH:17]=[CH:16][C:15]([NH:18][C:19](=[O:29])[CH2:20][C:21]2[CH:26]=[CH:25][C:24](Br)=[CH:23][C:22]=2[F:28])=[CH:14][C:13]=1[C:30]([F:33])([F:32])[F:31])[C:2]1[CH:7]=[CH:6][CH:5]=[CH:4][CH:3]=1.[CH3:34][C:35]1([CH3:51])[C:39]([CH3:41])([CH3:40])[O:38][B:37]([B:37]2[O:38][C:39]([CH3:41])([CH3:40])[C:35]([CH3:51])([CH3:34])[O:36]2)[O:36]1.CC([O-])=O.[K+]. (4) Given the product [CH:26]1([NH:25][C:23](=[O:24])[C:22]2[CH:29]=[CH:30][C:19]([N:11]3[CH2:10][C:9]([C:4]4[CH:5]=[C:6]([Cl:8])[CH:7]=[C:2]([Cl:1])[CH:3]=4)([C:14]([F:15])([F:17])[F:16])[CH:13]=[N:12]3)=[CH:20][C:21]=2[CH3:31])[CH2:27][CH2:28]1, predict the reactants needed to synthesize it. The reactants are: [Cl:1][C:2]1[CH:3]=[C:4]([C:9]2([C:14]([F:17])([F:16])[F:15])[CH2:13][NH:12][N:11]=[CH:10]2)[CH:5]=[C:6]([Cl:8])[CH:7]=1.Br[C:19]1[CH:30]=[CH:29][C:22]([C:23]([NH:25][CH:26]2[CH2:28][CH2:27]2)=[O:24])=[C:21]([CH3:31])[CH:20]=1.C([O-])([O-])=O.[Cs+].[Cs+].C1(P(C2C=CC=CC=2)C2C3OC4C(=CC=CC=4P(C4C=CC=CC=4)C4C=CC=CC=4)C(C)(C)C=3C=CC=2)C=CC=CC=1.